From a dataset of Forward reaction prediction with 1.9M reactions from USPTO patents (1976-2016). Predict the product of the given reaction. Given the reactants [C:1]([O:5][CH3:6])(=[O:4])[CH:2]=[CH2:3].[CH2:7]=[CH:8][CH3:9], predict the reaction product. The product is: [CH2:1]=[CH2:2].[CH2:7]=[CH:8][CH3:9].[C:1]([O:5][CH3:6])(=[O:4])[CH:2]=[CH2:3].